This data is from Full USPTO retrosynthesis dataset with 1.9M reactions from patents (1976-2016). The task is: Predict the reactants needed to synthesize the given product. (1) Given the product [CH2:31]([NH:30][C:28](=[O:29])[N:27]([CH2:26][C:17]1[CH:18]=[C:19]([C:22]([F:23])([F:24])[F:25])[CH:20]=[CH:21][C:16]=1[C:8]1[CH:9]=[C:10]([C:12]([F:13])([F:14])[F:15])[CH:11]=[C:6]([C@@H:4]([CH3:5])[C:3]([OH:40])=[O:2])[CH:7]=1)[CH2:38][CH3:39])[C:32]1[CH:37]=[CH:36][CH:35]=[CH:34][CH:33]=1, predict the reactants needed to synthesize it. The reactants are: C[O:2][C:3](=[O:40])[C@@H:4]([C:6]1[CH:7]=[C:8]([C:16]2[CH:21]=[CH:20][C:19]([C:22]([F:25])([F:24])[F:23])=[CH:18][C:17]=2[CH2:26][N:27]([CH2:38][CH3:39])[C:28]([NH:30][CH2:31][C:32]2[CH:37]=[CH:36][CH:35]=[CH:34][CH:33]=2)=[O:29])[CH:9]=[C:10]([C:12]([F:15])([F:14])[F:13])[CH:11]=1)[CH3:5].[OH-].[Li+].OO.Cl. (2) Given the product [CH2:1]([C:8]1[CH:12]=[C:11]([C:13]([O:15][CH2:16][CH3:17])=[O:14])[N:10]([C:18]2[CH:23]=[CH:22][CH:21]=[CH:20][CH:19]=2)[N:9]=1)[C:2]1[CH:3]=[CH:4][CH:5]=[CH:6][CH:7]=1, predict the reactants needed to synthesize it. The reactants are: [CH2:1]([C:8]1[CH:12]=[C:11]([C:13]([O:15][CH2:16][CH3:17])=[O:14])[NH:10][N:9]=1)[C:2]1[CH:7]=[CH:6][CH:5]=[CH:4][CH:3]=1.[C:18]1(B(O)O)[CH:23]=[CH:22][CH:21]=[CH:20][CH:19]=1. (3) Given the product [CH:19]([C:20]1[CH:21]=[CH:22][C:23]([CH2:26][N:27]([C:28]2[CH:33]=[CH:32][C:31]([CH:34]([CH3:36])[CH3:35])=[CH:30][CH:29]=2)[C:13]([CH:10]2[C:11]3[C:6](=[CH:5][CH:4]=[C:3]([O:2][CH3:1])[CH:12]=3)[CH2:7][CH2:8][CH2:9]2)=[O:15])=[CH:24][CH:25]=1)=[O:18], predict the reactants needed to synthesize it. The reactants are: [CH3:1][O:2][C:3]1[CH:12]=[C:11]2[C:6]([CH2:7][CH2:8][CH2:9][CH:10]2[C:13]([OH:15])=O)=[CH:5][CH:4]=1.C([O:18][CH:19](OCC)[C:20]1[CH:25]=[CH:24][C:23]([CH2:26][NH:27][C:28]2[CH:33]=[CH:32][C:31]([CH:34]([CH3:36])[CH3:35])=[CH:30][CH:29]=2)=[CH:22][CH:21]=1)C.Cl. (4) Given the product [Cl:6][C:1]1[CH:2]=[CH:11][C:10]([CH2:21][NH:19][C:15]([C:10]2[C:11](=[O:14])[NH:12][N:13]=[C:8]([Cl:7])[CH:9]=2)=[O:17])=[CH:9][CH:8]=1, predict the reactants needed to synthesize it. The reactants are: [C:1]([Cl:6])(=O)[C:2](Cl)=O.[Cl:7][C:8]1[CH:9]=[C:10]([C:15]([OH:17])=O)[C:11](=[O:14])[NH:12][N:13]=1.C[N:19]([CH:21]=O)C.